Task: Predict the reactants needed to synthesize the given product.. Dataset: Full USPTO retrosynthesis dataset with 1.9M reactions from patents (1976-2016) Given the product [O:38]=[C:9]1[NH:8][CH2:13][CH2:12][N:11]([C:14]2[N:19]=[CH:18][C:17]([NH:20][C:21]([C:23]3[O:27][C:26]([C:28]4[CH:33]=[CH:32][CH:31]=[CH:30][CH:29]=4)=[N:25][C:24]=3[C:34]([F:37])([F:36])[F:35])=[O:22])=[CH:16][CH:15]=2)[CH2:10]1, predict the reactants needed to synthesize it. The reactants are: C([N:8]1[CH2:13][CH2:12][N:11]([C:14]2[N:19]=[CH:18][C:17]([NH:20][C:21]([C:23]3[O:27][C:26]([C:28]4[CH:33]=[CH:32][CH:31]=[CH:30][CH:29]=4)=[N:25][C:24]=3[C:34]([F:37])([F:36])[F:35])=[O:22])=[CH:16][CH:15]=2)[CH2:10][C:9]1=[O:38])C1C=CC=CC=1.C1(C2OC(C(O)=O)=C(C(F)(F)F)N=2)C=CC=CC=1.